Dataset: Catalyst prediction with 721,799 reactions and 888 catalyst types from USPTO. Task: Predict which catalyst facilitates the given reaction. (1) Reactant: [C:1]([C:4]1[S:8][C:7]([N:9]2[CH2:13][CH2:12][N:11]([CH2:14][CH:15]3[CH2:17][CH2:16]3)[C:10]2=[O:18])=[N:6][C:5]=1[CH3:19])(=O)[CH3:2].CO[C:22](OC)([N:24](C)C)[CH3:23].O.[NH2:30]N. Product: [CH:15]1([CH2:14][N:11]2[CH2:12][CH2:13][N:9]([C:7]3[S:8][C:4]([C:1]4[CH:2]=[C:22]([CH3:23])[NH:24][N:30]=4)=[C:5]([CH3:19])[N:6]=3)[C:10]2=[O:18])[CH2:17][CH2:16]1. The catalyst class is: 80. (2) Reactant: CS(O[CH2:6][C:7]1[CH:11]=[C:10]([C:12]2[CH:17]=[CH:16][CH:15]=[C:14]([Cl:18])[CH:13]=2)[O:9][N:8]=1)(=O)=O.[CH:19]1([NH2:22])[CH2:21][CH2:20]1. Product: [Cl:18][C:14]1[CH:13]=[C:12]([C:10]2[O:9][N:8]=[C:7]([CH2:6][NH:22][CH:19]3[CH2:21][CH2:20]3)[CH:11]=2)[CH:17]=[CH:16][CH:15]=1. The catalyst class is: 1.